Dataset: Full USPTO retrosynthesis dataset with 1.9M reactions from patents (1976-2016). Task: Predict the reactants needed to synthesize the given product. (1) Given the product [F:36][C:31]1[CH:32]=[CH:33][CH:34]=[CH:35][C:30]=1[C@H:28]([O:27][C:25]([NH:24][C:19]1[C:20]([CH3:23])=[N:21][O:22][C:18]=1[C:15]1[CH:16]=[CH:17][C:12]([C:9]2[CH:8]=[CH:7][C:6]([CH2:5][C:4]([OH:38])=[O:3])=[CH:11][CH:10]=2)=[C:13]([CH3:37])[CH:14]=1)=[O:26])[CH3:29], predict the reactants needed to synthesize it. The reactants are: C([O:3][C:4](=[O:38])[CH2:5][C:6]1[CH:11]=[CH:10][C:9]([C:12]2[CH:17]=[CH:16][C:15]([C:18]3[O:22][N:21]=[C:20]([CH3:23])[C:19]=3[NH:24][C:25]([O:27][C@@H:28]([C:30]3[CH:35]=[CH:34][CH:33]=[CH:32][C:31]=3[F:36])[CH3:29])=[O:26])=[CH:14][C:13]=2[CH3:37])=[CH:8][CH:7]=1)C.[OH-].[Li+]. (2) Given the product [CH:19]1([CH2:24][C:25]([NH:12][C:10]2[S:11][C:7]([C:4]3[N:3]=[C:2]([CH3:1])[O:6][N:5]=3)=[C:8]([C:13]3[CH:14]=[CH:15][CH:16]=[CH:17][CH:18]=3)[N:9]=2)=[O:26])[CH2:23][CH2:22][CH2:21][CH2:20]1, predict the reactants needed to synthesize it. The reactants are: [CH3:1][C:2]1[O:6][N:5]=[C:4]([C:7]2[S:11][C:10]([NH2:12])=[N:9][C:8]=2[C:13]2[CH:18]=[CH:17][CH:16]=[CH:15][CH:14]=2)[N:3]=1.[CH:19]1([CH2:24][C:25](Cl)=[O:26])[CH2:23][CH2:22][CH2:21][CH2:20]1. (3) Given the product [CH3:1][O:2][C:3]1[CH:12]=[CH:11][C:10]2[NH:9][C:8](=[O:13])[C:7]3[S:14][CH:15]=[CH:16][C:6]=3[C:5]=2[C:4]=1[C:17]1[CH:18]=[CH:19][C:20]([N:23]2[CH2:28][CH2:27][N:26]([S:39]([CH3:38])(=[O:41])=[O:40])[CH2:25][CH2:24]2)=[CH:21][CH:22]=1, predict the reactants needed to synthesize it. The reactants are: [CH3:1][O:2][C:3]1[CH:12]=[CH:11][C:10]2[NH:9][C:8](=[O:13])[C:7]3[S:14][CH:15]=[CH:16][C:6]=3[C:5]=2[C:4]=1[C:17]1[CH:22]=[CH:21][C:20]([N:23]2[CH2:28][CH2:27][NH:26][CH2:25][CH2:24]2)=[CH:19][CH:18]=1.C(N(CC)C(C)C)(C)C.[CH3:38][S:39](Cl)(=[O:41])=[O:40]. (4) Given the product [Cl:1][C:2]1[CH:3]=[C:4]2[C:8](=[CH:9][CH:10]=1)[N:7]([C@@H:11]([C:16]1[CH:21]=[CH:20][CH:19]=[CH:18][CH:17]=1)[C@H:12]([OH:15])[CH2:13][NH:40][CH3:39])[C:6](=[O:22])[C:5]12[CH2:27][CH2:26][CH2:25][CH2:24][CH2:23]1, predict the reactants needed to synthesize it. The reactants are: [Cl:1][C:2]1[CH:3]=[C:4]2[C:8](=[CH:9][CH:10]=1)[N:7]([C@@H:11]([C:16]1[CH:21]=[CH:20][CH:19]=[CH:18][CH:17]=1)[C@H:12]([OH:15])[CH2:13]O)[C:6](=[O:22])[C:5]12[CH2:27][CH2:26][CH2:25][CH2:24][CH2:23]1.C1(C)C=CC(S(Cl)(=O)=O)=CC=1.[CH3:39][NH2:40]. (5) Given the product [CH2:1]([C:5]1[NH:10][C:9]([CH3:11])([CH3:12])[N:8]([C:13]2[CH:14]=[CH:15][C:16]([O:19][CH2:48][CH3:49])=[CH:17][CH:18]=2)[C:7](=[O:20])[C:6]=1[CH2:21][C:22]1[CH:23]=[C:24]([CH2:39][CH2:40][CH3:41])[C:25]([O:31][Si:32]([C:35]([CH3:38])([CH3:37])[CH3:36])([CH3:33])[CH3:34])=[C:26]([CH2:28][CH2:29][CH3:30])[CH:27]=1)[CH2:2][CH2:3][CH3:4], predict the reactants needed to synthesize it. The reactants are: [CH2:1]([C:5]1[NH:10][C:9]([CH3:12])([CH3:11])[N:8]([C:13]2[CH:18]=[CH:17][C:16]([OH:19])=[CH:15][CH:14]=2)[C:7](=[O:20])[C:6]=1[CH2:21][C:22]1[CH:27]=[C:26]([CH2:28][CH2:29][CH3:30])[C:25]([O:31][Si:32]([C:35]([CH3:38])([CH3:37])[CH3:36])([CH3:34])[CH3:33])=[C:24]([CH2:39][CH2:40][CH3:41])[CH:23]=1)[CH2:2][CH2:3][CH3:4].C(=O)([O-])[O-].[K+].[K+].[CH2:48](I)[CH3:49]. (6) Given the product [CH3:10][O:9][C:4]1[CH:3]=[C:2]([B:16]([OH:19])[OH:17])[CH:7]=[C:6]([CH3:8])[CH:5]=1, predict the reactants needed to synthesize it. The reactants are: Br[C:2]1[CH:7]=[C:6]([CH3:8])[CH:5]=[C:4]([O:9][CH3:10])[CH:3]=1.[Li]CCCC.[B:16](OC)([O:19]C)[O:17]C.Cl. (7) Given the product [CH3:31][CH:30]([CH3:32])[C:12](=[O:11])[CH2:13][NH:14][C:15]([CH2:17][CH2:18][NH:19][C:20](=[O:29])[O:21][CH2:22][C:23]1[CH:24]=[CH:25][CH:26]=[CH:27][CH:28]=1)=[O:16], predict the reactants needed to synthesize it. The reactants are: C(Cl)(=O)C(Cl)=O.CS(C)=O.[OH:11][CH:12]([CH:30]([CH3:32])[CH3:31])[CH2:13][NH:14][C:15]([CH2:17][CH2:18][NH:19][C:20](=[O:29])[O:21][CH2:22][C:23]1[CH:28]=[CH:27][CH:26]=[CH:25][CH:24]=1)=[O:16].C(N(CC)CC)C.